From a dataset of Reaction yield outcomes from USPTO patents with 853,638 reactions. Predict the reaction yield, written as a fraction of the theoretical maximum amount of product (1.0 means a 100% yield; for example, 0.34 means a 34% yield). (1) The reactants are N[C:2]1[N:3]([C:13]2[C:22]3[C:17](=[CH:18][CH:19]=[CH:20][CH:21]=3)[C:16]([CH:23]3[CH2:25][CH2:24]3)=[CH:15][CH:14]=2)[C:4]([S:7][CH2:8][CH2:9][C:10]([O-:12])=[O:11])=[N:5][N:6]=1.N([O-])=O.[Na+].Cl[CH:31](Cl)[C:32](O)=O.O.C(Br)(Br)[Br:38]. The product is [Br:38][C:2]1[N:3]([C:13]2[C:22]3[C:17](=[CH:18][CH:19]=[CH:20][CH:21]=3)[C:16]([CH:23]3[CH2:24][CH2:25]3)=[CH:15][CH:14]=2)[C:4]([S:7][CH2:8][CH2:9][C:10]([O:12][CH2:31][CH3:32])=[O:11])=[N:5][N:6]=1. The catalyst is [Br-].C([N+](CC)(CC)CC)C1C=CC=CC=1.ClCCl. The yield is 0.476. (2) The reactants are Br[C:2]1[CH:3]=[N:4][N:5]([CH:7]2[CH2:12][CH2:11][CH2:10][CH2:9][O:8]2)[CH:6]=1.[Li]CCCC.CN([CH:21]=[O:22])C.O. The catalyst is C1COCC1. The product is [O:8]1[CH2:9][CH2:10][CH2:11][CH2:12][CH:7]1[N:5]1[CH:6]=[C:2]([CH:21]=[O:22])[CH:3]=[N:4]1. The yield is 0.570. (3) The reactants are [F:1][C:2]1[C:7]([F:8])=[CH:6][C:5]([C:9]2([CH2:24]O)[C:17]3[C:12](=[CH:13][CH:14]=[CH:15][CH:16]=3)[N:11]([CH2:18][CH2:19][CH2:20][CH2:21][CH3:22])[C:10]2=[O:23])=[C:4]([OH:26])[CH:3]=1.C1(CCN2C3C(=CC=CC=3)C(C3C(O)=CC4OCOC=4C=3)(CO)C2=O)CC1. No catalyst specified. The product is [F:8][C:7]1[C:2]([F:1])=[CH:3][C:4]2[O:26][CH2:24][C:9]3([C:17]4[C:12](=[CH:13][CH:14]=[CH:15][CH:16]=4)[N:11]([CH2:18][CH2:19][CH2:20][CH2:21][CH3:22])[C:10]3=[O:23])[C:5]=2[CH:6]=1. The yield is 0.710. (4) The reactants are F[C:2]1[CH:3]=[CH:4][C:5](OC)=[C:6]([CH:8](O)[C:9]#CC2C=CC=CC=2)[CH:7]=1.[CH3:20][O:21][C:22]1[CH:29]=[C:28]([CH3:30])[C:27]([O:31][CH3:32])=[CH:26][C:23]=1[CH:24]=[O:25]. No catalyst specified. The product is [CH3:20][O:21][C:22]1[CH:29]=[C:28]([CH3:30])[C:27]([O:31][CH3:32])=[CH:26][C:23]=1[CH:24]([OH:25])[C:9]#[C:8][C:6]1[CH:7]=[CH:2][CH:3]=[CH:4][CH:5]=1. The yield is 0.980. (5) The product is [CH2:11]([O:18][C@@H:19]([CH2:22][CH2:23][CH2:24][CH2:25][CH2:26][CH2:27][CH2:28][CH2:29][CH2:30][CH3:31])[CH:20]=[O:21])[C:12]1[CH:17]=[CH:16][CH:15]=[CH:14][CH:13]=1. The yield is 0.670. The catalyst is C(Cl)Cl.CCOCC.O. The reactants are C(Cl)(=O)C(Cl)=O.CS(C)=O.[CH2:11]([O:18][C@@H:19]([CH2:22][CH2:23][CH2:24][CH2:25][CH2:26][CH2:27][CH2:28][CH2:29][CH2:30][CH3:31])[CH2:20][OH:21])[C:12]1[CH:17]=[CH:16][CH:15]=[CH:14][CH:13]=1.CCN(CC)CC. (6) The reactants are [Cl:1][C:2]1[C:3]([CH3:9])=[CH:4][C:5]([NH2:8])=[N:6][CH:7]=1.[C:10](N1C=CC=CC1=O)(N1C=CC=CC1=O)=[S:11]. The catalyst is ClCCl. The product is [Cl:1][C:2]1[C:3]([CH3:9])=[CH:4][C:5]([N:8]=[C:10]=[S:11])=[N:6][CH:7]=1. The yield is 0.850. (7) The reactants are [Cl:1][C:2]1[CH:7]=[C:6]([Cl:8])[CH:5]=[CH:4][C:3]=1[CH:9](O)[C:10]1[N:14]([CH2:15][CH2:16][CH2:17][OH:18])[C:13]2[C:19]([N:24]([CH2:27][CH3:28])[CH2:25][CH3:26])=[CH:20][C:21]([F:23])=[CH:22][C:12]=2[N:11]=1.C1(P(C2C=CC=CC=2)C2C=CC=CC=2)C=CC=CC=1.N(C(OCC)=O)=NC(OCC)=O.C1(C)C=CC=CC=1. The catalyst is O1CCCC1. The product is [Cl:1][C:2]1[CH:7]=[C:6]([Cl:8])[CH:5]=[CH:4][C:3]=1[CH:9]1[C:10]2=[N:11][C:12]3[C:13](=[C:19]([N:24]([CH2:27][CH3:28])[CH2:25][CH3:26])[CH:20]=[C:21]([F:23])[CH:22]=3)[N:14]2[CH2:15][CH2:16][CH2:17][O:18]1. The yield is 0.240. (8) The product is [OH:2][C:3]1[CH:4]=[CH:5][C:6]2[O:10][C:9]([C:11]([O:13][CH3:24])=[O:12])=[CH:8][C:7]=2[CH:14]=1. The yield is 0.950. The reactants are C[O:2][C:3]1[CH:4]=[CH:5][C:6]2[O:10][C:9]([C:11]([OH:13])=[O:12])=[CH:8][C:7]=2[CH:14]=1.B(Br)(Br)Br.S(Cl)(Cl)=O.Cl[CH2:24]Cl. No catalyst specified.